The task is: Predict the reaction yield, written as a fraction of the theoretical maximum amount of product (1.0 means a 100% yield; for example, 0.34 means a 34% yield).. This data is from Reaction yield outcomes from USPTO patents with 853,638 reactions. (1) The reactants are Cl[C:2]1[C:11]2[C:6](=[CH:7][C:8]([O:13][CH3:14])=[C:9]([F:12])[CH:10]=2)[C:5]([O:15][CH3:16])=[CH:4][N:3]=1.[F-:17].[Cs+]. The catalyst is CS(C)=O.O. The product is [F:17][C:2]1[C:11]2[C:6](=[CH:7][C:8]([O:13][CH3:14])=[C:9]([F:12])[CH:10]=2)[C:5]([O:15][CH3:16])=[CH:4][N:3]=1. The yield is 0.255. (2) The yield is 0.640. The product is [CH3:16][N:17]([CH2:19][C:14]1[N:10]([C:5]2[CH:4]=[CH:3][C:2]([CH3:1])=[CH:9][C:6]=2[C:7]#[N:8])[CH:11]=[N:12][C:13]=1[CH3:15])[CH3:18]. The catalyst is CN(C=O)C. The reactants are [CH3:1][C:2]1[CH:3]=[CH:4][C:5]([N:10]2[CH:14]=[C:13]([CH3:15])[N:12]=[CH:11]2)=[C:6]([CH:9]=1)[C:7]#[N:8].[CH3:16][N+:17]([CH3:19])=[CH2:18].[I-]. (3) The reactants are I[C:2]1[CH:7]=[CH:6][CH:5]=[CH:4][CH:3]=1.N1C2C(=CC=C3C=2N=CC=C3)C=CC=1.[Cl:22][C:23]1[CH:28]=[CH:27][CH:26]=[C:25]([Cl:29])[CH:24]=1.C(O[Li])(C)(C)C. The catalyst is [Cu]I.CN1C(=O)N(C)CCC1. The product is [Cl:22][C:23]1[CH:28]=[CH:27][CH:26]=[C:25]([Cl:29])[C:24]=1[C:2]1[CH:7]=[CH:6][CH:5]=[CH:4][CH:3]=1. The yield is 0.180. (4) The reactants are [CH2:1]([N:8]1[C:16]2[C:11](=[CH:12][CH:13]=[CH:14][CH:15]=2)[C:10]([CH2:17][CH2:18][CH2:19][C:20]#[N:21])=[N:9]1)[C:2]1[CH:7]=[CH:6][CH:5]=[CH:4][CH:3]=1.O.NN.[CH2:25](O)[CH3:26]. The catalyst is [Ni]. The product is [CH2:25]([NH:21][CH2:20][CH2:19][CH2:18][CH2:17][C:10]1[C:11]2[C:16](=[CH:15][CH:14]=[CH:13][CH:12]=2)[N:8]([CH2:1][C:2]2[CH:3]=[CH:4][CH:5]=[CH:6][CH:7]=2)[N:9]=1)[CH3:26]. The yield is 0.260. (5) The yield is 0.416. The catalyst is O1CCOCC1.C([O-])(=O)C.C([O-])(=O)C.[Pd+2]. The product is [Cl:25][C:5]1[C:6]([N:8]([CH:9]2[CH2:14][CH2:13][NH:12][CH2:11][CH:10]2[CH2:22][CH3:23])[CH3:24])=[N:7][C:2]([NH:38][C:32]2[CH:33]=[CH:34][C:35]3[C:30]([CH:31]=2)=[N:29][N:28]([CH3:27])[C:36]=3[CH3:37])=[N:3][CH:4]=1. The reactants are Cl[C:2]1[N:7]=[C:6]([N:8]([CH3:24])[CH:9]2[CH2:14][CH2:13][N:12](C(OC(C)(C)C)=O)[CH2:11][CH:10]2[CH2:22][CH3:23])[C:5]([Cl:25])=[CH:4][N:3]=1.Cl.[CH3:27][N:28]1[C:36]([CH3:37])=[C:35]2[C:30]([CH:31]=[C:32]([NH2:38])[CH:33]=[CH:34]2)=[N:29]1.C1C=CC(P(C2C(C3C(P(C4C=CC=CC=4)C4C=CC=CC=4)=CC=C4C=3C=CC=C4)=C3C(C=CC=C3)=CC=2)C2C=CC=CC=2)=CC=1.C(=O)([O-])[O-].[Na+].[Na+]. (6) The reactants are [OH:1][CH:2]([CH2:23][NH:24][C:25]1[CH:30]=[CH:29][CH:28]=[C:27]([O:31][CH3:32])[CH:26]=1)[CH2:3][N:4]1[C:12]2[CH:11]=[CH:10][C:9]([CH3:13])=[CH:8][C:7]=2[C:6]2[CH2:14][N:15]([C:18](OCC)=O)[CH2:16][CH2:17][C:5]1=2.[H-].[H-].[H-].[H-].[Li+].[Al+3].CO. The catalyst is C1COCC1. The product is [CH3:18][N:15]1[CH2:16][CH2:17][C:5]2[N:4]([CH2:3][CH:2]([OH:1])[CH2:23][NH:24][C:25]3[CH:30]=[CH:29][CH:28]=[C:27]([O:31][CH3:32])[CH:26]=3)[C:12]3[CH:11]=[CH:10][C:9]([CH3:13])=[CH:8][C:7]=3[C:6]=2[CH2:14]1. The yield is 0.0500. (7) The reactants are Cl[C:2]1[C:3]2[CH:17]=[CH:16][C:15](=[O:18])[N:14]([C:19]3[CH:24]=[CH:23][C:22]([F:25])=[CH:21][C:20]=3[F:26])[C:4]=2[N:5]=[C:6]([NH:8][CH:9]([CH2:12][OH:13])[CH2:10][OH:11])[N:7]=1.OB(O)[C:29]1[CH:30]=[C:31]([CH:35]=[CH:36][CH:37]=1)[C:32]([OH:34])=[O:33].O1CCOCC1.O. The catalyst is C1C=CC([P]([Pd]([P](C2C=CC=CC=2)(C2C=CC=CC=2)C2C=CC=CC=2)([P](C2C=CC=CC=2)(C2C=CC=CC=2)C2C=CC=CC=2)[P](C2C=CC=CC=2)(C2C=CC=CC=2)C2C=CC=CC=2)(C2C=CC=CC=2)C2C=CC=CC=2)=CC=1.C(Cl)Cl. The product is [F:26][C:20]1[CH:21]=[C:22]([F:25])[CH:23]=[CH:24][C:19]=1[N:14]1[C:4]2[N:5]=[C:6]([NH:8][CH:9]([CH2:12][OH:13])[CH2:10][OH:11])[N:7]=[C:2]([C:29]3[CH:30]=[C:31]([CH:35]=[CH:36][CH:37]=3)[C:32]([OH:34])=[O:33])[C:3]=2[CH:17]=[CH:16][C:15]1=[O:18]. The yield is 0.800.